This data is from Peptide-MHC class II binding affinity with 134,281 pairs from IEDB. The task is: Regression. Given a peptide amino acid sequence and an MHC pseudo amino acid sequence, predict their binding affinity value. This is MHC class II binding data. (1) The peptide sequence is MELQIVDKIDAAFKI. The MHC is DRB3_0202 with pseudo-sequence DRB3_0202. The binding affinity (normalized) is 0.144. (2) The binding affinity (normalized) is 0.200. The MHC is HLA-DPA10201-DPB10101 with pseudo-sequence HLA-DPA10201-DPB10101. The peptide sequence is LEAAVKQAYAATVAT. (3) The peptide sequence is WGAIWRIDTPDKLTG. The MHC is HLA-DPA10103-DPB10201 with pseudo-sequence HLA-DPA10103-DPB10201. The binding affinity (normalized) is 0.0763. (4) The peptide sequence is TLSVTFIGAAPLILSY. The MHC is HLA-DPA10301-DPB10402 with pseudo-sequence HLA-DPA10301-DPB10402. The binding affinity (normalized) is 0.537. (5) The MHC is DRB4_0101 with pseudo-sequence DRB4_0103. The binding affinity (normalized) is 0.239. The peptide sequence is LVGPTPVNIIGRDLLTQIGC. (6) The peptide sequence is PLGPPAAEYWNSQKE. The MHC is DRB1_0401 with pseudo-sequence DRB1_0401. The binding affinity (normalized) is 0.434.